From a dataset of Peptide-MHC class I binding affinity with 185,985 pairs from IEDB/IMGT. Regression. Given a peptide amino acid sequence and an MHC pseudo amino acid sequence, predict their binding affinity value. This is MHC class I binding data. (1) The peptide sequence is EDFEIFYNL. The MHC is HLA-A80:01 with pseudo-sequence HLA-A80:01. The binding affinity (normalized) is 0.0847. (2) The peptide sequence is IPYLRNYMV. The MHC is HLA-A02:01 with pseudo-sequence HLA-A02:01. The binding affinity (normalized) is 0. (3) The peptide sequence is SSKMFNYFK. The MHC is HLA-B51:01 with pseudo-sequence HLA-B51:01. The binding affinity (normalized) is 0.0847. (4) The peptide sequence is DFWRLYNSLK. The MHC is HLA-A33:01 with pseudo-sequence HLA-A33:01. The binding affinity (normalized) is 0.894.